Predict the reaction yield, written as a fraction of the theoretical maximum amount of product (1.0 means a 100% yield; for example, 0.34 means a 34% yield). From a dataset of Reaction yield outcomes from USPTO patents with 853,638 reactions. (1) The reactants are [Br:1][C:2]1[CH:3]=[C:4]2[C:8](=[CH:9][CH:10]=1)[N:7]([C:11](=[O:20])[CH2:12][N:13]1[CH2:18][CH2:17][N:16]([CH3:19])[CH2:15][CH2:14]1)[CH:6]=[C:5]2/[C:21](/[C:33]#[N:34])=[CH:22]/[C:23]1[CH:24]=[C:25]([CH:28]=[CH:29][C:30]=1[O:31][CH3:32])[C:26]#[N:27].[ClH:35].O1CCOCC1. The catalyst is O1CCOCC1. The product is [ClH:35].[Br:1][C:2]1[CH:3]=[C:4]2[C:8](=[CH:9][CH:10]=1)[N:7]([C:11](=[O:20])[CH2:12][N:13]1[CH2:18][CH2:17][N:16]([CH3:19])[CH2:15][CH2:14]1)[CH:6]=[C:5]2/[C:21](/[C:33]#[N:34])=[CH:22]/[C:23]1[CH:24]=[C:25]([CH:28]=[CH:29][C:30]=1[O:31][CH3:32])[C:26]#[N:27]. The yield is 0.950. (2) The reactants are [OH:1][C:2]1[CH:3]=[C:4]([O:15][C:16]2[CH:17]=[N:18][C:19]([S:22]([CH3:25])(=[O:24])=[O:23])=[CH:20][CH:21]=2)[CH:5]=[C:6]2[C:10]=1[NH:9][C:8]([C:11]([O:13]C)=[O:12])=[CH:7]2.C(P(CCCC)CCCC)CCC.[CH3:39][O:40][CH2:41][CH:42](O)[CH3:43].N(C(N1CCCCC1)=O)=NC(N1CCCCC1)=O.[OH-].[Na+]. The catalyst is O1CCCC1.CO. The product is [CH3:39][O:40][CH2:41][CH:42]([CH3:43])[O:1][C:2]1[CH:3]=[C:4]([O:15][C:16]2[CH:17]=[N:18][C:19]([S:22]([CH3:25])(=[O:24])=[O:23])=[CH:20][CH:21]=2)[CH:5]=[C:6]2[C:10]=1[NH:9][C:8]([C:11]([OH:13])=[O:12])=[CH:7]2. The yield is 0.520.